This data is from Forward reaction prediction with 1.9M reactions from USPTO patents (1976-2016). The task is: Predict the product of the given reaction. (1) The product is: [CH3:1][O:2][C:3](=[O:17])[CH2:4][O:5][C:6]1[CH:11]=[CH:10][C:9]([O:12][CH2:13][CH2:14][C:18]#[N:19])=[CH:8][C:7]=1[CH3:16]. Given the reactants [CH3:1][O:2][C:3](=[O:17])[CH2:4][O:5][C:6]1[CH:11]=[CH:10][C:9]([O:12][CH2:13][CH2:14]Br)=[CH:8][C:7]=1[CH3:16].[C-:18]#[N:19].[Na+], predict the reaction product. (2) Given the reactants [CH2:1]([N:8]1[CH:12]=[C:11]([C@@H:13]2[N:18](C(OC(C)(C)C)=O)[CH2:17][CH2:16][N:15]3[C:26](=[O:29])[CH2:27][CH2:28][C@@H:14]23)[C:10]([CH3:30])=[N:9]1)[C:2]1[CH:7]=[CH:6][CH:5]=[CH:4][CH:3]=1.Cl.CO, predict the reaction product. The product is: [CH2:1]([N:8]1[CH:12]=[C:11]([C@@H:13]2[NH:18][CH2:17][CH2:16][N:15]3[C:26](=[O:29])[CH2:27][CH2:28][C@@H:14]23)[C:10]([CH3:30])=[N:9]1)[C:2]1[CH:7]=[CH:6][CH:5]=[CH:4][CH:3]=1. (3) Given the reactants [Li+].CC([N-]C(C)C)C.[Cl:9][C:10]1[CH:15]=[CH:14][N:13]=[CH:12][CH:11]=1.[Sn:16](Cl)([CH2:25][CH2:26][CH2:27][CH3:28])([CH2:21][CH2:22][CH2:23][CH3:24])[CH2:17][CH2:18][CH2:19][CH3:20], predict the reaction product. The product is: [Cl:9][C:10]1[CH:15]=[CH:14][N:13]=[CH:12][C:11]=1[Sn:16]([CH2:21][CH2:22][CH2:23][CH3:24])([CH2:25][CH2:26][CH2:27][CH3:28])[CH2:17][CH2:18][CH2:19][CH3:20]. (4) Given the reactants Br[C:2]1[N:7]=[C:6]2[N:8]([CH3:12])[CH:9]=[C:10]([CH3:11])[C:5]2=[CH:4][CH:3]=1.B1(B2OC(C)(C)C(C)(C)O2)OC(C)(C)C(C)(C)O1.ClCCl.C([O-])(=O)C.[K+].[C:39]([O:43][C@H:44]([C:50]1[C:65]([CH3:66])=[CH:64][C:53]2[N:54]=[C:55]([C:57]3[CH:62]=[CH:61][N:60]=[C:59](Cl)[CH:58]=3)[S:56][C:52]=2[C:51]=1[C:67]1[CH:72]=[CH:71][C:70]([Cl:73])=[CH:69][CH:68]=1)[C:45]([O:47][CH2:48][CH3:49])=[O:46])([CH3:42])([CH3:41])[CH3:40].C([O-])([O-])=O.[K+].[K+], predict the reaction product. The product is: [C:39]([O:43][C@@H:44]([C:50]1[C:65]([CH3:66])=[CH:64][C:53]2[N:54]=[C:55]([C:57]3[CH:62]=[CH:61][N:60]=[C:59]([C:3]4[CH:4]=[C:5]5[C:10]([CH3:11])=[CH:9][N:8]([CH3:12])[C:6]5=[N:7][CH:2]=4)[CH:58]=3)[S:56][C:52]=2[C:51]=1[C:67]1[CH:68]=[CH:69][C:70]([Cl:73])=[CH:71][CH:72]=1)[C:45]([O:47][CH2:48][CH3:49])=[O:46])([CH3:40])([CH3:41])[CH3:42]. (5) Given the reactants CCCCC(F)(F)C(O)CC[C@@H:9]1[C@@H:14]([CH2:15][CH2:16][CH2:17][CH2:18][CH2:19]CC(O)=O)[C:12](=[O:13])C[C@H]1O.C1C[CH2:32][CH:31]([NH:34]C2CCCCC2)[CH2:30]C1.[C:41]([NH:48][C@H:49](C(O)=O)[CH2:50][O:51][CH3:52])([O:43]C(C)(C)C)=O.[Br:56][C:57]1[CH:62]=[CH:61][C:60]([NH2:63])=[C:59]([NH2:64])[CH:58]=1.C(N(CC)CC)C.C(O)(=O)C[C:74](CC(O)=O)(C(O)=O)[OH:75], predict the reaction product. The product is: [Br:56][C:57]1[CH:62]=[CH:61][C:60]2[NH:63][C:30]([C@@H:31]([NH:34][C:12](=[O:13])[C:14]3[CH:15]=[CH:16][C:17]([N:48]4[CH2:49][CH2:50][O:51][CH2:52][C:41]4=[O:43])=[C:18]([CH3:19])[CH:9]=3)[CH2:32][O:75][CH3:74])=[N:64][C:59]=2[CH:58]=1. (6) The product is: [CH2:22]([O:21][C:14]1[CH:13]=[C:12]([CH:17]=[CH:16][C:15]=1[N+:18]([O-:20])=[O:19])[CH2:11][CH:7]1[NH:6][C:4](=[O:5])[C:3]2[CH:29]=[CH:30][CH:31]=[CH:32][C:2]=2[NH:1][C:8]1=[O:9])[C:23]1[CH:28]=[CH:27][CH:26]=[CH:25][CH:24]=1. Given the reactants [NH2:1][C:2]1[CH:32]=[CH:31][CH:30]=[CH:29][C:3]=1[C:4]([NH:6][CH:7]([CH2:11][C:12]1[CH:17]=[CH:16][C:15]([N+:18]([O-:20])=[O:19])=[C:14]([O:21][CH2:22][C:23]2[CH:28]=[CH:27][CH:26]=[CH:25][CH:24]=2)[CH:13]=1)[C:8](O)=[O:9])=[O:5].C1C=CC2N(O)N=NC=2C=1.Cl.C(N=C=NCCCN(C)C)C, predict the reaction product. (7) Given the reactants [CH3:1][S:2]([C:5]1[CH:6]=[C:7]([N:13]2[CH2:18][CH2:17][NH:16][CH2:15][CH2:14]2)[CH:8]=[CH:9][C:10]=1[O:11][CH3:12])(=[O:4])=[O:3].[CH2:19](I)[CH2:20][CH3:21], predict the reaction product. The product is: [CH3:1][S:2]([C:5]1[CH:6]=[C:7]([N:13]2[CH2:14][CH2:15][N:16]([CH2:19][CH2:20][CH3:21])[CH2:17][CH2:18]2)[CH:8]=[CH:9][C:10]=1[O:11][CH3:12])(=[O:3])=[O:4]. (8) Given the reactants N1C=CC=C(/[CH:7]=[CH:8]/[C:9]2[CH:14]=[CH:13][C:12]([C:15]3[N:20]4[N:21]=[C:22]([NH:24][C:25]([CH:27]5[CH2:29][CH2:28]5)=[O:26])[N:23]=[C:19]4[CH:18]=[CH:17][CH:16]=3)=[CH:11][CH:10]=2)C=1, predict the reaction product. The product is: [N:20]1[CH:15]=[CH:16][CH:17]=[CH:18][C:19]=1[CH2:7][CH2:8][C:9]1[CH:10]=[CH:11][C:12]([C:15]2[N:20]3[N:21]=[C:22]([NH:24][C:25]([CH:27]4[CH2:29][CH2:28]4)=[O:26])[N:23]=[C:19]3[CH:18]=[CH:17][CH:16]=2)=[CH:13][CH:14]=1.